This data is from NCI-60 drug combinations with 297,098 pairs across 59 cell lines. The task is: Regression. Given two drug SMILES strings and cell line genomic features, predict the synergy score measuring deviation from expected non-interaction effect. (1) Drug 1: C1CCN(CC1)CCOC2=CC=C(C=C2)C(=O)C3=C(SC4=C3C=CC(=C4)O)C5=CC=C(C=C5)O. Drug 2: N.N.Cl[Pt+2]Cl. Cell line: UACC-257. Synergy scores: CSS=-0.117, Synergy_ZIP=2.79, Synergy_Bliss=3.98, Synergy_Loewe=-1.50, Synergy_HSA=-1.06. (2) Drug 1: C1=CC(=CC=C1CC(C(=O)O)N)N(CCCl)CCCl.Cl. Drug 2: CC1=C2C(C(=O)C3(C(CC4C(C3C(C(C2(C)C)(CC1OC(=O)C(C(C5=CC=CC=C5)NC(=O)OC(C)(C)C)O)O)OC(=O)C6=CC=CC=C6)(CO4)OC(=O)C)O)C)O. Cell line: LOX IMVI. Synergy scores: CSS=15.2, Synergy_ZIP=-9.12, Synergy_Bliss=-1.77, Synergy_Loewe=-14.2, Synergy_HSA=0.908. (3) Drug 1: CC1=C2C(C(=O)C3(C(CC4C(C3C(C(C2(C)C)(CC1OC(=O)C(C(C5=CC=CC=C5)NC(=O)OC(C)(C)C)O)O)OC(=O)C6=CC=CC=C6)(CO4)OC(=O)C)O)C)O. Drug 2: COCCOC1=C(C=C2C(=C1)C(=NC=N2)NC3=CC=CC(=C3)C#C)OCCOC.Cl. Cell line: SNB-75. Synergy scores: CSS=1.67, Synergy_ZIP=-1.46, Synergy_Bliss=-4.32, Synergy_Loewe=0.247, Synergy_HSA=-3.39. (4) Drug 1: C1CCN(CC1)CCOC2=CC=C(C=C2)C(=O)C3=C(SC4=C3C=CC(=C4)O)C5=CC=C(C=C5)O. Drug 2: C1CN(CCN1C(=O)CCBr)C(=O)CCBr. Cell line: RPMI-8226. Synergy scores: CSS=-0.191, Synergy_ZIP=-3.87, Synergy_Bliss=3.33, Synergy_Loewe=-8.62, Synergy_HSA=-4.76.